This data is from Catalyst prediction with 721,799 reactions and 888 catalyst types from USPTO. The task is: Predict which catalyst facilitates the given reaction. (1) Reactant: [C:1]([Br:5])(Br)(Br)Br.[F:6][C:7]1[CH:14]=[CH:13][C:10](CO)=[CH:9][C:8]=1[CH3:15].C1(P(C2C=CC=CC=2)C2C=CC=CC=2)C=CC=CC=1. Product: [F:6][C:7]1[CH:14]=[CH:13][C:10]([CH2:1][Br:5])=[CH:9][C:8]=1[CH3:15]. The catalyst class is: 2. (2) Reactant: [C:1]([O:5][C:6]([N:8]1[CH:13]([C:14](O)=O)[C@@H:12]2[CH2:17][CH:9]1[CH2:10][CH2:11]2)=[O:7])([CH3:4])([CH3:3])[CH3:2].BrCC(C1[CH:35]=[CH:34][C:33]2[C:32]3[C:27](=[CH:28][C:29]([Br:36])=[CH:30][CH:31]=3)[CH2:26][CH2:25][C:24]=2[CH:23]=1)=O.C([N:40]([CH:43]([CH3:45])[CH3:44])CC)(C)C.C(#[N:48])C. Product: [Br:36][C:29]1[CH:28]=[C:27]2[C:32]([C:33]3[CH:34]=[CH:35][C:45]([C:43]4[NH:40][C:14]([C@@H:13]5[C@@H:12]6[CH2:17][C@@H:9]([CH2:10][CH2:11]6)[N:8]5[C:6]([O:5][C:1]([CH3:4])([CH3:3])[CH3:2])=[O:7])=[N:48][CH:44]=4)=[CH:23][C:24]=3[CH2:25][CH2:26]2)=[CH:31][CH:30]=1. The catalyst class is: 13. (3) Reactant: [C:1]([O:5][C:6]([NH:8][C@@H:9]([CH2:14][C:15]1[CH:20]=[CH:19][C:18]([S:21]([C:24]2[CH:29]=[CH:28][CH:27]=[CH:26][CH:25]=2)(=[O:23])=[O:22])=[CH:17][CH:16]=1)[C:10]([O:12]C)=[O:11])=[O:7])([CH3:4])([CH3:3])[CH3:2].O.[OH-].[Li+]. Product: [C:1]([O:5][C:6]([NH:8][C@@H:9]([CH2:14][C:15]1[CH:20]=[CH:19][C:18]([S:21]([C:24]2[CH:25]=[CH:26][CH:27]=[CH:28][CH:29]=2)(=[O:22])=[O:23])=[CH:17][CH:16]=1)[C:10]([OH:12])=[O:11])=[O:7])([CH3:4])([CH3:2])[CH3:3]. The catalyst class is: 20. (4) Reactant: C(OC(=O)[NH:7][C:8]1[S:9][C:10]([C:36]2[CH:41]=[CH:40][CH:39]=[CH:38][N:37]=2)=[CH:11][C:12]=1[C:13]([N:15]1[CH2:20][CH2:19][CH:18]([N:21]2[CH2:35][CH2:34][CH2:33][C:23]3([C:27](=[O:28])[N:26]([CH:29]4[CH2:31][CH2:30]4)[C:25](=[O:32])[CH2:24]3)[CH2:22]2)[CH2:17][CH2:16]1)=[O:14])(C)(C)C.C(=O)([O-])[O-].[K+].[K+]. Product: [NH2:7][C:8]1[S:9][C:10]([C:36]2[CH:41]=[CH:40][CH:39]=[CH:38][N:37]=2)=[CH:11][C:12]=1[C:13]([N:15]1[CH2:20][CH2:19][CH:18]([N:21]2[CH2:35][CH2:34][CH2:33][C:23]3([C:27](=[O:28])[N:26]([CH:29]4[CH2:31][CH2:30]4)[C:25](=[O:32])[CH2:24]3)[CH2:22]2)[CH2:17][CH2:16]1)=[O:14]. The catalyst class is: 55. (5) Reactant: N#N.[C:3]1([CH3:11])[CH:8]=[CH:7][C:6]([C:9]#[N:10])=[CH:5][CH:4]=1.[CH3:12][CH2:13][Mg+].[Br-].B(F)(F)F.CCOCC.Cl.[OH-].[Na+]. Product: [C:3]1([CH3:11])[CH:8]=[CH:7][C:6]([C:9]2([NH2:10])[CH2:13][CH2:12]2)=[CH:5][CH:4]=1. The catalyst class is: 28. (6) Reactant: [C:1]([O:5][C:6]([NH:8][CH2:9][CH2:10][NH2:11])=[O:7])([CH3:4])([CH3:3])[CH3:2].[C:12]([C:15]1[CH:16]=[C:17]([CH:21]=[CH:22][CH:23]=1)[C:18](O)=[O:19])(=[O:14])[CH3:13].F[P-](F)(F)(F)(F)F.N1(O[P+](N(C)C)(N(C)C)N(C)C)C2C=CC=CC=2N=N1.CN1CCOCC1. Product: [C:1]([O:5][C:6]([NH:8][CH2:9][CH2:10][NH:11][C:18](=[O:19])[C:17]1[CH:21]=[CH:22][CH:23]=[C:15]([C:12](=[O:14])[CH3:13])[CH:16]=1)=[O:7])([CH3:4])([CH3:3])[CH3:2]. The catalyst class is: 9. (7) Reactant: [CH3:1][N:2]([CH3:35])[C:3]1[S:4][C@H:5]2[O:11][C@H:10]([C@H:12](O)[CH3:13])[C@@H:9]([O:15][CH2:16][C:17]3[CH:22]=[CH:21][C:20]([O:23][CH3:24])=[CH:19][CH:18]=3)[C@H:8]([O:25][CH2:26][C:27]3[CH:32]=[CH:31][C:30]([O:33][CH3:34])=[CH:29][CH:28]=3)[C@H:6]2[N:7]=1.CCN(S(F)(F)[F:42])CC. Product: [F:42][C@H:12]([C@H:10]1[O:11][C@H:5]2[C@H:6]([N:7]=[C:3]([N:2]([CH3:35])[CH3:1])[S:4]2)[C@@H:8]([O:25][CH2:26][C:27]2[CH:28]=[CH:29][C:30]([O:33][CH3:34])=[CH:31][CH:32]=2)[C@@H:9]1[O:15][CH2:16][C:17]1[CH:18]=[CH:19][C:20]([O:23][CH3:24])=[CH:21][CH:22]=1)[CH3:13]. The catalyst class is: 4. (8) Reactant: [NH2:1][C@H:2]([C:13]1[CH:18]=[CH:17][CH:16]=[CH:15][CH:14]=1)[C:3]([NH:5][C:6]1[CH:11]=[CH:10][C:9]([F:12])=[CH:8][CH:7]=1)=O.[C:19]([N:26]1[CH2:31][CH2:30][CH2:29][CH2:28][C:27]1=O)([O:21][C:22]([CH3:25])([CH3:24])[CH3:23])=[O:20].[BH-](OC(C)=O)(OC(C)=O)OC(C)=O.[Na+]. Product: [C:22]([O:21][C:19]([N:26]1[CH2:31][CH2:30][CH:29]([NH:1][C@H:2]([C:13]2[CH:18]=[CH:17][CH:16]=[CH:15][CH:14]=2)[CH2:3][NH:5][C:6]2[CH:11]=[CH:10][C:9]([F:12])=[CH:8][CH:7]=2)[CH2:28][CH2:27]1)=[O:20])([CH3:25])([CH3:23])[CH3:24]. The catalyst class is: 4. (9) Reactant: Br[C:2]1[CH:3]=[CH:4][C:5]2[N:9]=[C:8]([C:10]3[CH:14]=[C:13]([CH3:15])[N:12]([CH2:16][C:17]4[CH:22]=[CH:21][C:20]([CH3:23])=[CH:19][CH:18]=4)[N:11]=3)[N:7](COCC[Si](C)(C)C)[C:6]=2[CH:32]=1.[F:33][C:34]1[CH:39]=[CH:38][C:37](B(O)O)=[CH:36][CH:35]=1.C(=O)([O-])[O-].[Na+].[Na+].O=O. Product: [F:33][C:34]1[CH:39]=[CH:38][C:37]([C:2]2[CH:3]=[CH:4][C:5]3[N:9]=[C:8]([C:10]4[CH:14]=[C:13]([CH3:15])[N:12]([CH2:16][C:17]5[CH:22]=[CH:21][C:20]([CH3:23])=[CH:19][CH:18]=5)[N:11]=4)[NH:7][C:6]=3[CH:32]=2)=[CH:36][CH:35]=1. The catalyst class is: 660. (10) Reactant: Cl.[F:2][C:3]1[CH:16]=[C:15]([F:17])[CH:14]=[CH:13][C:4]=1[CH2:5][CH2:6][N:7]1[CH2:12][CH2:11][NH:10][CH2:9][CH2:8]1.C(N(C(C)C)CC)(C)C.Cl.[N:28]1[CH:29]=[CH:30][N:31]2[CH:36]=[CH:35][CH:34]=[C:33]([C:37](Cl)=[O:38])[C:32]=12. Product: [F:2][C:3]1[CH:16]=[C:15]([F:17])[CH:14]=[CH:13][C:4]=1[CH2:5][CH2:6][N:7]1[CH2:12][CH2:11][N:10]([C:37]([C:33]2[C:32]3[N:31]([CH:30]=[CH:29][N:28]=3)[CH:36]=[CH:35][CH:34]=2)=[O:38])[CH2:9][CH2:8]1. The catalyst class is: 10.